This data is from Catalyst prediction with 721,799 reactions and 888 catalyst types from USPTO. The task is: Predict which catalyst facilitates the given reaction. (1) Reactant: C([O:4][C@H:5]([CH3:25])[CH2:6][CH2:7][CH2:8][CH2:9][N:10]1[C:18](=[O:19])[C:17]2[N:16]3[CH2:20][CH2:21][NH:22][C:15]3=[N:14][C:13]=2[N:12]([CH3:23])[C:11]1=[O:24])(=O)C.Cl.C(OCC)C. Product: [OH:4][C@H:5]([CH3:25])[CH2:6][CH2:7][CH2:8][CH2:9][N:10]1[C:18](=[O:19])[C:17]2[N:16]3[CH2:20][CH2:21][NH:22][C:15]3=[N:14][C:13]=2[N:12]([CH3:23])[C:11]1=[O:24]. The catalyst class is: 5. (2) Reactant: [N:1]12[CH2:8][CH2:7][C:4]([C:9]([OH:11])=[O:10])([CH2:5][CH2:6]1)[CH2:3][CH2:2]2.CN([Si](C)(C)C)C(=O)C(F)(F)F.Cl[CH2:25][C:26]1[CH:27]=[CH:28][C:29]2[S:34][C:33]3[N:35]=[CH:36][CH:37]=[N:38][C:32]=3[NH:31][C:30]=2[CH:39]=1. Product: [N:38]1[C:32]2[NH:31][C:30]3[CH:39]=[C:26]([CH2:25][N+:1]45[CH2:8][CH2:7][C:4]([C:9]([O-:11])=[O:10])([CH2:5][CH2:6]4)[CH2:3][CH2:2]5)[CH:27]=[CH:28][C:29]=3[S:34][C:33]=2[N:35]=[CH:36][CH:37]=1. The catalyst class is: 10. (3) Reactant: C(O[BH-](OC(=O)C)OC(=O)C)(=O)C.[Na+].[C:15]([C:17]1[CH:22]=[CH:21][CH:20]=[CH:19][C:18]=1[C:23]1[C:24](=[O:42])[N:25]([C:36]2[CH:41]=[CH:40][CH:39]=[CH:38][CH:37]=2)[CH:26]=[C:27]([C:29]2[CH:33]=[CH:32][S:31][C:30]=2[CH:34]=[O:35])[CH:28]=1)#[N:16].C(=O)([O-])[O-].[Na+].[Na+]. Product: [C:15]([C:17]1[CH:22]=[CH:21][CH:20]=[CH:19][C:18]=1[C:23]1[C:24](=[O:42])[N:25]([C:36]2[CH:41]=[CH:40][CH:39]=[CH:38][CH:37]=2)[CH:26]=[C:27]([C:29]2[CH:33]=[CH:32][S:31][C:30]=2[CH2:34][OH:35])[CH:28]=1)#[N:16]. The catalyst class is: 7. (4) Reactant: [NH2:1][C:2]1[CH:7]=[CH:6][CH:5]=[CH:4][C:3]=1[OH:8].[Si:9](Cl)([C:12]([CH3:15])([CH3:14])[CH3:13])([CH3:11])[CH3:10].CCN(CC)CC. Product: [C:12]([Si:9]([CH3:11])([CH3:10])[O:8][C:3]1[CH:4]=[CH:5][CH:6]=[CH:7][C:2]=1[NH2:1])([CH3:15])([CH3:14])[CH3:13]. The catalyst class is: 2.